This data is from Full USPTO retrosynthesis dataset with 1.9M reactions from patents (1976-2016). The task is: Predict the reactants needed to synthesize the given product. (1) The reactants are: [H-].[Al+3].[Li+].[H-].[H-].[H-].[Br:7][C:8]1[CH:17]=[CH:16][C:11]([C:12](OC)=[O:13])=[CH:10][C:9]=1[F:18].S([O-])([O-])(=O)=S.[Na+].[Na+]. Given the product [Br:7][C:8]1[CH:17]=[CH:16][C:11]([CH2:12][OH:13])=[CH:10][C:9]=1[F:18], predict the reactants needed to synthesize it. (2) Given the product [C:12]([O:16][C:17]([N:19]1[CH2:20][CH:21]=[C:22]([C:4]2[CH:5]=[CH:6][CH:7]=[CH:8][C:3]=2[O:2][CH3:1])[CH2:23][CH2:24]1)=[O:18])([CH3:15])([CH3:13])[CH3:14], predict the reactants needed to synthesize it. The reactants are: [CH3:1][O:2][C:3]1[CH:8]=[CH:7][CH:6]=[CH:5][C:4]=1B(O)O.[C:12]([O:16][C:17]([N:19]1[CH2:24][CH:23]=[C:22](OS(C(F)(F)F)(=O)=O)[CH2:21][CH2:20]1)=[O:18])([CH3:15])([CH3:14])[CH3:13]. (3) Given the product [Cl:10][C:11]1[CH:16]=[C:15]([Cl:17])[CH:14]=[CH:13][C:12]=1[CH2:18][C:19]1[C:20]2[CH:28]=[C:27]([C:29]([O:31][CH3:32])=[O:30])[CH:26]=[CH:25][C:21]=2[O:22][C:23]=1[CH3:24], predict the reactants needed to synthesize it. The reactants are: FC(F)(F)C(O)=O.[BH4-].[Na+].[Cl:10][C:11]1[CH:16]=[C:15]([Cl:17])[CH:14]=[CH:13][C:12]=1[CH:18](O)[C:19]1[C:20]2[CH:28]=[C:27]([C:29]([O:31][CH3:32])=[O:30])[CH:26]=[CH:25][C:21]=2[O:22][C:23]=1[CH3:24].[OH-].[Na+]. (4) Given the product [Si:18]([O:11][CH2:10][C:7]1[CH:8]=[C:9]2[C:4]([CH:3]=[CH:2][NH:1]2)=[CH:5][CH:6]=1)([C:15]([CH3:17])([CH3:16])[CH3:14])([CH3:20])[CH3:19], predict the reactants needed to synthesize it. The reactants are: [NH:1]1[C:9]2[C:4](=[CH:5][CH:6]=[C:7]([CH2:10][OH:11])[CH:8]=2)[CH:3]=[CH:2]1.[H-].[Na+].[CH3:14][C:15]([Si:18](Cl)([CH3:20])[CH3:19])([CH3:17])[CH3:16]. (5) Given the product [OH:39][C@@H:38]1[N:8]([C:6]([O:5][C:1]([CH3:4])([CH3:3])[CH3:2])=[O:7])[C:9]2[CH:28]=[C:13]([O:14][CH2:15][CH2:16][CH2:17][CH2:18][CH2:19][C:20](=[O:21])[O:22][CH2:23][C:24]([Cl:27])([Cl:25])[Cl:26])[C:12]([O:29][CH3:30])=[CH:11][C:10]=2[C:31](=[O:32])[N:33]2[CH2:37][CH2:36][CH2:35][CH:34]12, predict the reactants needed to synthesize it. The reactants are: [C:1]([O:5][C:6]([NH:8][C:9]1[C:10]([C:31]([N:33]2[CH2:37][CH2:36][CH2:35][C@H:34]2[CH2:38][OH:39])=[O:32])=[CH:11][C:12]([O:29][CH3:30])=[C:13]([CH:28]=1)[O:14][CH2:15][CH2:16][CH2:17][CH2:18][CH2:19][C:20]([O:22][CH2:23][C:24]([Cl:27])([Cl:26])[Cl:25])=[O:21])=[O:7])([CH3:4])([CH3:3])[CH3:2].CC(OI1(OC(C)=O)(OC(C)=O)OC(=O)C2C=CC=CC1=2)=O.